Dataset: Reaction yield outcomes from USPTO patents with 853,638 reactions. Task: Predict the reaction yield, written as a fraction of the theoretical maximum amount of product (1.0 means a 100% yield; for example, 0.34 means a 34% yield). (1) The reactants are [H-].[Na+].[O:3]=[C:4]1[CH:11]([C:12]([O:14][CH2:15][CH3:16])=[O:13])[CH2:10][CH2:9][CH2:8][N:7]([C:17]([O:19][C:20]([CH3:23])([CH3:22])[CH3:21])=[O:18])[CH2:6][CH2:5]1.[CH3:24]I.[NH4+].[Cl-]. The catalyst is C1COCC1. The product is [CH3:24][C:11]1([C:12]([O:14][CH2:15][CH3:16])=[O:13])[CH2:10][CH2:9][CH2:8][N:7]([C:17]([O:19][C:20]([CH3:22])([CH3:21])[CH3:23])=[O:18])[CH2:6][CH2:5][C:4]1=[O:3]. The yield is 0.955. (2) The reactants are [Si:1]([O:8][CH2:9][CH:10]=O)([C:4]([CH3:7])([CH3:6])[CH3:5])([CH3:3])[CH3:2].[NH2:12][C:13]1[CH:23]=[CH:22][C:16]([C:17]([O:19][CH2:20][CH3:21])=[O:18])=[CH:15][CH:14]=1.C(O[BH-](OC(=O)C)OC(=O)C)(=O)C.[Na+].C(=O)([O-])O.[Na+]. The yield is 0.950. The catalyst is ClCCl. The product is [Si:1]([O:8][CH2:9][CH2:10][NH:12][C:13]1[CH:14]=[CH:15][C:16]([C:17]([O:19][CH2:20][CH3:21])=[O:18])=[CH:22][CH:23]=1)([C:4]([CH3:5])([CH3:6])[CH3:7])([CH3:2])[CH3:3]. (3) The reactants are [F:1][C:2]1[CH:7]=[C:6]([N+:8]([O-:10])=[O:9])[CH:5]=[CH:4][C:3]=1[CH2:11]O.C1(P(C2C=CC=CC=2)C2C=CC=CC=2)C=CC=CC=1.C1C(=O)N([Br:39])C(=O)C1. The catalyst is C(Cl)Cl. The product is [Br:39][CH2:11][C:3]1[CH:4]=[CH:5][C:6]([N+:8]([O-:10])=[O:9])=[CH:7][C:2]=1[F:1]. The yield is 0.850. (4) The reactants are [CH2:1]([N:5]1[CH2:9][C@@H:8]([C:10]2[CH:15]=[CH:14][CH:13]=[CH:12][C:11]=2Br)[C@H:7]([C:17]2[CH:22]=[C:21]([Cl:23])[CH:20]=[CH:19][C:18]=2[OH:24])[CH2:6]1)[CH2:2][CH2:3][CH3:4].C(=O)([O-])[O-].[Cs+].[Cs+].CN(C)CC(O)=O. The catalyst is O1CCOCC1.[Cu]I. The product is [Cl:23][C:21]1[CH:20]=[CH:19][C:18]2[O:24][C:11]3[CH:12]=[CH:13][CH:14]=[CH:15][C:10]=3[C@H:8]3[CH2:9][N:5]([CH2:1][CH2:2][CH2:3][CH3:4])[CH2:6][C@@H:7]3[C:17]=2[CH:22]=1. The yield is 1.00.